Predict the product of the given reaction. From a dataset of Forward reaction prediction with 1.9M reactions from USPTO patents (1976-2016). (1) Given the reactants [CH2:1]([CH:5]1C[C:1]2(CC[CH2:3][CH2:2]2)[C:5](=O)O1)[CH2:2][CH:3]=C.O[CH:16]1[O:20][C:19](=[O:21])[C:18]([C:28]2[CH:33]=[CH:32][CH:31]=[CH:30][CH:29]=2)([C:22]2[CH:27]=[CH:26][CH:25]=[CH:24][CH:23]=2)[CH2:17]1.OC1CC2(CCCC2)C(=O)O1, predict the reaction product. The product is: [CH2:3]([CH:16]1[O:20][C:19](=[O:21])[C:18]([C:22]2[CH:27]=[CH:26][CH:25]=[CH:24][CH:23]=2)([C:28]2[CH:29]=[CH:30][CH:31]=[CH:32][CH:33]=2)[CH2:17]1)[CH2:2][CH:1]=[CH2:5]. (2) Given the reactants [H-].[Na+].[NH2:3][C:4]1[C:13]2[C:8](=[CH:9][C:10]([Cl:14])=[CH:11][CH:12]=2)[N:7]=[CH:6][CH:5]=1.[Cl:15][C:16]1[S:20][CH:19]=[N:18][N:17]=1.O.CN([CH:25]=[O:26])C, predict the reaction product. The product is: [Cl:14][C:10]1[CH:9]=[C:8]2[C:13]([C:4]([NH:3][C:25]([C:19]3[S:20][C:16]([Cl:15])=[N:17][N:18]=3)=[O:26])=[CH:5][CH:6]=[N:7]2)=[CH:12][CH:11]=1. (3) Given the reactants [CH2:1]([C:4]1[N:8]2[CH:9]=[CH:10][CH:11]=[CH:12][C:7]2=[CH:6][N:5]=1)[CH2:2][CH3:3].[F:13][C:14]([F:25])([F:24])[C:15](O[C:15](=[O:16])[C:14]([F:25])([F:24])[F:13])=[O:16].C(=O)([O-])[O-].[K+].[K+], predict the reaction product. The product is: [F:13][C:14]([F:25])([F:24])[C:15]([C:6]1[N:5]=[C:4]([CH2:1][CH2:2][CH3:3])[N:8]2[CH:9]=[CH:10][CH:11]=[CH:12][C:7]=12)=[O:16]. (4) Given the reactants Cl[C:2]([C:28]1[CH:33]=[CH:32][C:31]([Cl:34])=[CH:30][CH:29]=1)([C:22]1[N:26]([CH3:27])[CH:25]=[N:24][N:23]=1)[C:3]1[CH:4]=[C:5]2[C:10](=[CH:11][CH:12]=1)[N:9]([CH3:13])[C:8](=[O:14])[CH:7]=[C:6]2[C:15]1[CH:20]=[CH:19][CH:18]=[C:17]([Cl:21])[CH:16]=1.C1COCC1.[NH3:40].CC(O)C, predict the reaction product. The product is: [NH2:40][C:2]([C:28]1[CH:29]=[CH:30][C:31]([Cl:34])=[CH:32][CH:33]=1)([C:22]1[N:26]([CH3:27])[CH:25]=[N:24][N:23]=1)[C:3]1[CH:4]=[C:5]2[C:10](=[CH:11][CH:12]=1)[N:9]([CH3:13])[C:8](=[O:14])[CH:7]=[C:6]2[C:15]1[CH:20]=[CH:19][CH:18]=[C:17]([Cl:21])[CH:16]=1. (5) Given the reactants [NH2:1][C:2]1[CH:7]=[CH:6][C:5]([NH:8][C:9]([CH2:11][O:12][C:13](=[O:15])[CH3:14])=[O:10])=[CH:4][C:3]=1[N:16]1[CH2:21][CH2:20][CH2:19][CH2:18][CH2:17]1.[C:22]([C:24]1[O:28][C:27]([C:29](Cl)=[O:30])=[CH:26][CH:25]=1)#[N:23].CCN(C(C)C)C(C)C, predict the reaction product. The product is: [C:22]([C:24]1[O:28][C:27]([C:29]([NH:1][C:2]2[CH:7]=[CH:6][C:5]([NH:8][C:9]([CH2:11][O:12][C:13](=[O:15])[CH3:14])=[O:10])=[CH:4][C:3]=2[N:16]2[CH2:21][CH2:20][CH2:19][CH2:18][CH2:17]2)=[O:30])=[CH:26][CH:25]=1)#[N:23]. (6) Given the reactants [NH2:1][C:2]1[CH:7]=[C:6]([F:8])[CH:5]=[CH:4][C:3]=1[C:9]([NH:11][C@:12]([CH:18]1[CH2:23][CH2:22][CH2:21][CH2:20][CH2:19]1)([C:14]([O:16][CH3:17])=[O:15])[CH3:13])=[O:10].[N:24]([C:27]1[C:32]([CH3:33])=[CH:31][C:30]([CH3:34])=[CH:29][C:28]=1[CH3:35])=[C:25]=[O:26].CCCCCC.C(OCC)(=O)C, predict the reaction product. The product is: [CH:18]1([C@@:12]([C:14]([O:16][CH3:17])=[O:15])([CH3:13])[NH:11][C:9]([C:3]2[CH:4]=[CH:5][C:6]([F:8])=[CH:7][C:2]=2[NH:1][C:25]([NH:24][C:27]2[C:28]([CH3:35])=[CH:29][C:30]([CH3:34])=[CH:31][C:32]=2[CH3:33])=[O:26])=[O:10])[CH2:19][CH2:20][CH2:21][CH2:22][CH2:23]1. (7) The product is: [Cl:1][CH2:2][CH:3]([OH:12])[CH2:4][C:5]([O:7][C:8]([CH3:10])([CH3:9])[CH3:11])=[O:6]. Given the reactants [Cl:1][CH2:2][C:3](=[O:12])[CH2:4][C:5]([O:7][C:8]([CH3:11])([CH3:10])[CH3:9])=[O:6], predict the reaction product.